Dataset: Full USPTO retrosynthesis dataset with 1.9M reactions from patents (1976-2016). Task: Predict the reactants needed to synthesize the given product. (1) The reactants are: [S:1]([NH2:5])([NH2:4])(=[O:3])=[O:2].[F:6][C:7]1[CH:12]=[CH:11][C:10]([F:13])=[CH:9][C:8]=1[C@H:14]1[CH2:18][CH2:17][CH2:16][N:15]1[C:19]1[CH:24]=[CH:23][N:22]2[N:25]=[CH:26][C:27]([C:28]([NH:30][CH:31]3[CH2:36][CH2:35]N[CH2:33][CH2:32]3)=[O:29])=[C:21]2[CH:20]=1. Given the product [F:6][C:7]1[CH:12]=[CH:11][C:10]([F:13])=[CH:9][C:8]=1[C@H:14]1[CH2:18][CH2:17][CH2:16][N:15]1[C:19]1[CH:24]=[CH:23][N:22]2[N:25]=[CH:26][C:27]([C:28]([NH:30][CH:31]3[CH2:36][CH2:35][N:4]([S:1](=[O:3])(=[O:2])[NH2:5])[CH2:33][CH2:32]3)=[O:29])=[C:21]2[CH:20]=1, predict the reactants needed to synthesize it. (2) Given the product [CH:20]1([CH2:19][NH:18][C:2]2[CH:7]=[C:6]([C:8]3[S:9][CH:10]=[CH:11][N:12]=3)[N:5]=[C:4]([C:13]3[O:14][CH:15]=[CH:16][CH:17]=3)[N:3]=2)[CH2:22][CH2:21]1, predict the reactants needed to synthesize it. The reactants are: Cl[C:2]1[CH:7]=[C:6]([C:8]2[S:9][CH:10]=[CH:11][N:12]=2)[N:5]=[C:4]([C:13]2[O:14][CH:15]=[CH:16][CH:17]=2)[N:3]=1.[NH2:18][CH2:19][CH:20]1[CH2:22][CH2:21]1.C(=O)([O-])[O-].[Cs+].[Cs+].O. (3) The reactants are: [C:1]([O:4][C@@H:5]1[CH2:21][C@H:20]2[C@@:8]([CH3:31])([C@@H:9]3[C@@H:17]([C@@H:18]([OH:23])[C@@H:19]2[OH:22])[C@H:16]2[C@@:12]([CH3:30])([C@@:13]([C:25]4[O:26][CH:27]=[CH:28][CH:29]=4)([OH:24])[CH2:14][CH2:15]2)[CH2:11][CH2:10]3)[CH2:7][CH2:6]1)(=[O:3])[CH3:2].C1COCC1.O.[BH4-].[Na+]. Given the product [C:1]([O:4][C@H:5]1[CH2:6][CH2:7][C@@:8]([C@H:9]2[CH2:10][CH2:11][C@@:12]3([CH3:30])[C@@H:16]([CH2:15][CH2:14][C@:13]3([C:25]3[O:26][CH:27]=[CH:28][CH:29]=3)[OH:24])[C@@H:17]2[CH2:18][OH:23])([CH3:31])[C@@H:20]([CH2:19][OH:22])[CH2:21]1)(=[O:3])[CH3:2], predict the reactants needed to synthesize it. (4) Given the product [CH3:30][N:31]1[CH2:36][CH2:35][N:34]([C:2]2[CH:29]=[C:5]3[CH2:6][N:7]([C:11]([O:13][CH2:14][C:15]4[CH:20]=[C:19]([C:21]([F:24])([F:23])[F:22])[CH:18]=[C:17]([C:25]([F:28])([F:27])[F:26])[CH:16]=4)=[O:12])[CH2:8][CH2:9][CH2:10][N:4]3[N:3]=2)[CH2:33][CH2:32]1, predict the reactants needed to synthesize it. The reactants are: Br[C:2]1[CH:29]=[C:5]2[CH2:6][N:7]([C:11]([O:13][CH2:14][C:15]3[CH:20]=[C:19]([C:21]([F:24])([F:23])[F:22])[CH:18]=[C:17]([C:25]([F:28])([F:27])[F:26])[CH:16]=3)=[O:12])[CH2:8][CH2:9][CH2:10][N:4]2[N:3]=1.[CH3:30][N:31]1[CH2:36][CH2:35][NH:34][CH2:33][CH2:32]1.C(O[Na])(C)(C)C.C(P(C(C)(C)C)C1C=CC=CC=1C1C=CC=CC=1)(C)(C)C.